This data is from Forward reaction prediction with 1.9M reactions from USPTO patents (1976-2016). The task is: Predict the product of the given reaction. (1) Given the reactants [F:1][C:2]1[CH:3]=[CH:4][C:5]2[N:6]([C:8]([CH2:18][C:19]3[N:20]([CH3:24])[CH:21]=[CH:22][N:23]=3)=[C:9]([C:11]3[CH:16]=[CH:15][C:14]([F:17])=[CH:13][CH:12]=3)[N:10]=2)[CH:7]=1.FC1C=CC2[N:30](C(C=O)=C(C3C=CC(F)=CC=3)N=2)C=1.C(N1C=NC=N1)=C, predict the reaction product. The product is: [F:1][C:2]1[CH:3]=[CH:4][C:5]2[N:6]([C:8]([CH2:18][C:19]3[N:23]([CH:22]=[CH2:21])[N:30]=[CH:24][N:20]=3)=[C:9]([C:11]3[CH:16]=[CH:15][C:14]([F:17])=[CH:13][CH:12]=3)[N:10]=2)[CH:7]=1. (2) Given the reactants [F:1][C:2]1[CH:7]=[CH:6][C:5]([C:8]2[N:9]=[C:10]([C:13]([CH3:17])([CH3:16])[CH2:14][NH2:15])[S:11][CH:12]=2)=[CH:4][CH:3]=1.[F:18][C:19]([F:35])([F:34])[C:20]1[O:24][N:23]=[C:22]([C:25]2[CH:26]=[N:27][CH:28]=[C:29]([CH:33]=2)[C:30](O)=[O:31])[N:21]=1, predict the reaction product. The product is: [F:1][C:2]1[CH:3]=[CH:4][C:5]([C:8]2[N:9]=[C:10]([C:13]([CH3:17])([CH3:16])[CH2:14][NH:15][C:30](=[O:31])[C:29]3[CH:33]=[C:25]([C:22]4[N:21]=[C:20]([C:19]([F:35])([F:34])[F:18])[O:24][N:23]=4)[CH:26]=[N:27][CH:28]=3)[S:11][CH:12]=2)=[CH:6][CH:7]=1. (3) Given the reactants [C:1]1([CH2:7][C:8]2([CH2:18][C:19]3[CH:24]=[CH:23][CH:22]=[CH:21][CH:20]=3)[CH:12]3[CH2:13][NH:14][CH2:15][CH2:16][N:11]3[C:10](=[O:17])[O:9]2)[CH:6]=[CH:5][CH:4]=[CH:3][CH:2]=1.C(N(CC)CC)C.[C:32](Cl)(=[O:40])[O:33][C:34]1[CH:39]=[CH:38][CH:37]=[CH:36][CH:35]=1.O, predict the reaction product. The product is: [C:19]1([CH2:18][C:8]2([CH2:7][C:1]3[CH:2]=[CH:3][CH:4]=[CH:5][CH:6]=3)[CH:12]3[CH2:13][N:14]([C:32]([O:33][C:34]4[CH:39]=[CH:38][CH:37]=[CH:36][CH:35]=4)=[O:40])[CH2:15][CH2:16][N:11]3[C:10](=[O:17])[O:9]2)[CH:24]=[CH:23][CH:22]=[CH:21][CH:20]=1.